This data is from Reaction yield outcomes from USPTO patents with 853,638 reactions. The task is: Predict the reaction yield, written as a fraction of the theoretical maximum amount of product (1.0 means a 100% yield; for example, 0.34 means a 34% yield). (1) The reactants are [NH2:1][C:2]1[CH:10]=[C:9]([N+:11]([O-:13])=[O:12])[CH:8]=[CH:7][C:3]=1[C:4]([OH:6])=O.C(O)(=O)C.[CH:18](N)=[NH:19]. The catalyst is C(O)C. The product is [N+:11]([C:9]1[CH:10]=[C:2]2[C:3]([C:4]([OH:6])=[N:19][CH:18]=[N:1]2)=[CH:7][CH:8]=1)([O-:13])=[O:12]. The yield is 0.890. (2) The reactants are [Cl:1][C:2]1[CH:39]=[CH:38][C:5]([O:6][C:7]2[CH:12]=[CH:11][C:10]([N:13]3[C@@H:17]([C:18]4[CH:23]=[CH:22][CH:21]=[C:20]([C:24]([F:27])([F:26])[F:25])[CH:19]=4)[CH2:16][N:15](CC4C=CC(OC)=CC=4)[C:14]3=[O:37])=[CH:9][CH:8]=2)=[CH:4][CH:3]=1.C(O)(C(F)(F)F)=O. No catalyst specified. The product is [Cl:1][C:2]1[CH:3]=[CH:4][C:5]([O:6][C:7]2[CH:8]=[CH:9][C:10]([N:13]3[C@@H:17]([C:18]4[CH:23]=[CH:22][CH:21]=[C:20]([C:24]([F:25])([F:27])[F:26])[CH:19]=4)[CH2:16][NH:15][C:14]3=[O:37])=[CH:11][CH:12]=2)=[CH:38][CH:39]=1. The yield is 0.910. (3) The reactants are [F:1][C:2]([F:22])([O:6][C:7]1[CH:8]=[C:9]([CH2:13][NH:14][C:15]2[CH:16]=[C:17]([OH:21])[CH:18]=[CH:19][CH:20]=2)[CH:10]=[CH:11][CH:12]=1)[CH:3]([F:5])[F:4].[F:23][C:24]([F:30])([F:29])S([O-])(=O)=O.[Yb+3].[F:32][C:33]([F:39])([F:38])S([O-])(=O)=O.FC(F)(F)S([O-])(=O)=O. The catalyst is C(#N)C.O.C(OCC)C. The product is [F:1][C:2]([F:22])([O:6][C:7]1[CH:8]=[C:9]([CH2:13][N:14]([C:15]2[CH:20]=[CH:19][CH:18]=[C:17]([O:21][CH2:13][C:9]3[CH:10]=[CH:11][CH:12]=[C:7]([C:33]([F:39])([F:38])[F:32])[CH:8]=3)[CH:16]=2)[CH2:3][C@@H:2]([OH:6])[C:24]([F:30])([F:29])[F:23])[CH:10]=[CH:11][CH:12]=1)[CH:3]([F:4])[F:5]. The yield is 0.810. (4) The reactants are O.[NH2:2][NH2:3].[CH3:4][O:5][C:6]1[CH:11]=[CH:10][C:9]([CH2:12][C:13]([NH:15][C:16]2[CH:20]=[CH:19][S:18][C:17]=2[C:21]([O:23]C)=O)=[O:14])=[CH:8][CH:7]=1. The catalyst is C(O)C.[Cl-].[Na+].O. The product is [NH:2]([C:21]([C:17]1[S:18][CH:19]=[CH:20][C:16]=1[NH:15][C:13](=[O:14])[CH2:12][C:9]1[CH:10]=[CH:11][C:6]([O:5][CH3:4])=[CH:7][CH:8]=1)=[O:23])[NH2:3]. The yield is 0.490. (5) The reactants are [CH2:1]=[CH:2][CH2:3][CH2:4][CH2:5][CH2:6][CH2:7][CH3:8].[CH:9]1([Si:15](C)([CH3:17])[CH3:16])C=CCC=C1. No catalyst specified. The product is [CH3:9][Si:15]([CH3:17])([CH3:16])[CH2:1][CH2:2][CH2:3][CH2:4][CH2:5][CH2:6][CH2:7][CH3:8]. The yield is 0.840. (6) The reactants are [Br:1][C:2]1[CH:3]=[C:4]([O:11]C)[C:5]([OH:10])=[C:6]([CH:9]=1)[CH:7]=[O:8].B(Br)(Br)Br. The catalyst is ClCCl. The product is [Br:1][C:2]1[CH:3]=[C:4]([OH:11])[C:5]([OH:10])=[C:6]([CH:9]=1)[CH:7]=[O:8]. The yield is 0.900. (7) The yield is 0.530. The product is [CH3:37][C:29]1([CH3:38])[CH2:28][N:27]=[C:26]([C:8]2[CH:7]=[N:6][C:15]3[C:10]([CH:9]=2)=[CH:11][CH:12]=[CH:13][CH:14]=3)[C:32]2[CH:33]=[CH:34][CH:35]=[CH:36][C:31]=2[O:30]1. The catalyst is C(OCC)(=O)C.C1C=CC([P]([Pd]([P](C2C=CC=CC=2)(C2C=CC=CC=2)C2C=CC=CC=2)([P](C2C=CC=CC=2)(C2C=CC=CC=2)C2C=CC=CC=2)[P](C2C=CC=CC=2)(C2C=CC=CC=2)C2C=CC=CC=2)(C2C=CC=CC=2)C2C=CC=CC=2)=CC=1. The reactants are CN(C)C=O.[N:6]1[C:15]2[C:10](=[CH:11][CH:12]=[CH:13][CH:14]=2)[CH:9]=[C:8](B(O)O)[CH:7]=1.C(=O)([O-])[O-].[Cs+].[Cs+].Cl[C:26]1[C:32]2[CH:33]=[CH:34][CH:35]=[CH:36][C:31]=2[O:30][C:29]([CH3:38])([CH3:37])[CH2:28][N:27]=1.